From a dataset of Reaction yield outcomes from USPTO patents with 853,638 reactions. Predict the reaction yield, written as a fraction of the theoretical maximum amount of product (1.0 means a 100% yield; for example, 0.34 means a 34% yield). (1) The reactants are [O:1]1[CH:5]=[CH:4][CH:3]=[C:2]1[CH:6]=O.C([O-])(=O)C.[NH4+].[N+:13]([CH3:16])([O-:15])=[O:14]. No catalyst specified. The product is [N+:13]([CH:16]=[CH:6][C:2]1[O:1][CH:5]=[CH:4][CH:3]=1)([O-:15])=[O:14]. The yield is 0.530. (2) The reactants are [CH:1]1[CH:6]=[CH:5][CH:4]=[CH:3][CH:2]=1.[Cl-].[Cl-].[Cl-].[Al+3].[C:11](Cl)(=[O:16])/[C:12](=[CH:14]/[CH3:15])/[CH3:13]. The catalyst is Cl. The product is [CH3:13][CH:12]1[CH:14]([CH3:15])[C:6]2[C:1](=[CH:2][CH:3]=[CH:4][CH:5]=2)[C:11]1=[O:16]. The yield is 0.920. (3) The reactants are [CH3:1][C:2]1[CH:7]=[C:6]([N:8]2[CH2:12][CH2:11][C@H:10]([CH2:13][N:14]3[CH2:18][CH2:17][CH2:16][C@@H:15]3[CH3:19])[CH2:9]2)[CH:5]=[CH:4][C:3]=1[NH2:20].[CH:21]1([C:27](Cl)=[O:28])[CH2:26][CH2:25][CH2:24][CH2:23][CH2:22]1. No catalyst specified. The product is [CH3:1][C:2]1[CH:7]=[C:6]([N:8]2[CH2:12][CH2:11][C@H:10]([CH2:13][N:14]3[CH2:18][CH2:17][CH2:16][C@@H:15]3[CH3:19])[CH2:9]2)[CH:5]=[CH:4][C:3]=1[NH:20][C:27]([CH:21]1[CH2:26][CH2:25][CH2:24][CH2:23][CH2:22]1)=[O:28]. The yield is 0.450.